The task is: Predict the reactants needed to synthesize the given product.. This data is from Full USPTO retrosynthesis dataset with 1.9M reactions from patents (1976-2016). The reactants are: C[O:2][C:3]1[CH:11]=[C:10]2[C:6]([C:7]3[CH:15]=[C:14]([OH:16])[N:13]=[C:12]([CH3:17])[C:8]=3[NH:9]2)=[CH:5][CH:4]=1.B(Br)(Br)Br. Given the product [CH3:17][C:12]1[C:8]2[NH:9][C:10]3[C:6]([C:7]=2[CH:15]=[C:14]([OH:16])[N:13]=1)=[CH:5][CH:4]=[C:3]([OH:2])[CH:11]=3, predict the reactants needed to synthesize it.